Task: Predict the reactants needed to synthesize the given product.. Dataset: Full USPTO retrosynthesis dataset with 1.9M reactions from patents (1976-2016) (1) Given the product [F:1][C:2]1[CH:7]=[C:6]([F:8])[CH:5]=[CH:4][C:3]=1[C@:9]12[CH2:17][O:16][C@H:15]([CH2:18][OH:19])[C@H:14]1[CH2:13][S:12][C:11]([NH:39][C:40](=[O:47])[C:41]1[CH:42]=[CH:43][CH:44]=[CH:45][CH:46]=1)=[N:10]2, predict the reactants needed to synthesize it. The reactants are: [F:1][C:2]1[CH:7]=[C:6]([F:8])[CH:5]=[CH:4][C:3]=1[C@:9]12[CH2:17][O:16][C@H:15]([CH2:18][O:19]C(C3C=CC=CC=3)(C3C=CC=CC=3)C3C=CC=CC=3)[C@H:14]1[CH2:13][S:12][C:11]([NH:39][C:40](=[O:47])[C:41]1[CH:46]=[CH:45][CH:44]=[CH:43][CH:42]=1)=[N:10]2.O.C(=O)([O-])[O-].[K+].[K+]. (2) Given the product [NH2:17][C:18]1[S:19][C:3]2[CH:4]=[C:5]([C:8]([C:10]3[CH:15]=[CH:14][N:13]=[CH:12][CH:11]=3)=[O:9])[CH:6]=[CH:7][C:2]=2[N:1]=1, predict the reactants needed to synthesize it. The reactants are: [NH2:1][C:2]1[CH:7]=[CH:6][C:5]([C:8]([C:10]2[CH:15]=[CH:14][N:13]=[CH:12][CH:11]=2)=[O:9])=[CH:4][CH:3]=1.[NH4+].[N:17]#[C:18][S-:19].BrBr. (3) Given the product [Cl:28][CH2:27][CH2:26][CH2:25][O:24][C:21]1[CH:20]=[CH:19][C:18]([S:15]([N:5]([CH2:4][C:3]([OH:29])=[O:2])[CH2:6][C:7]2[CH:8]=[CH:9][C:10]([O:13][CH3:14])=[CH:11][CH:12]=2)(=[O:17])=[O:16])=[CH:23][CH:22]=1, predict the reactants needed to synthesize it. The reactants are: C[O:2][C:3](=[O:29])[CH2:4][N:5]([S:15]([C:18]1[CH:23]=[CH:22][C:21]([O:24][CH2:25][CH2:26][CH2:27][Cl:28])=[CH:20][CH:19]=1)(=[O:17])=[O:16])[CH2:6][C:7]1[CH:12]=[CH:11][C:10]([O:13][CH3:14])=[CH:9][CH:8]=1.[Li+].[OH-]. (4) Given the product [F:48][C:49]1[CH:55]=[CH:54][C:52]([NH:53][C:5]([NH:13][C:14]2[CH:15]=[CH:16][C:17]([C:20]3[N:21]=[C:22]([N:42]4[CH2:43][CH2:44][O:45][CH2:46][CH2:47]4)[C:23]4[N:28]=[N:27][N:26]([CH:29]5[CH2:30][CH2:31][N:32]([C:35]([O:37][C:38]([CH3:41])([CH3:39])[CH3:40])=[O:36])[CH2:33][CH2:34]5)[C:24]=4[N:25]=3)=[CH:18][CH:19]=2)=[O:11])=[CH:51][CH:50]=1, predict the reactants needed to synthesize it. The reactants are: ClC(Cl)(O[C:5](=[O:11])OC(Cl)(Cl)Cl)Cl.[NH2:13][C:14]1[CH:19]=[CH:18][C:17]([C:20]2[N:21]=[C:22]([N:42]3[CH2:47][CH2:46][O:45][CH2:44][CH2:43]3)[C:23]3[N:28]=[N:27][N:26]([CH:29]4[CH2:34][CH2:33][N:32]([C:35]([O:37][C:38]([CH3:41])([CH3:40])[CH3:39])=[O:36])[CH2:31][CH2:30]4)[C:24]=3[N:25]=2)=[CH:16][CH:15]=1.[F:48][C:49]1[CH:55]=[CH:54][C:52]([NH2:53])=[CH:51][CH:50]=1.CCN(CC)CC. (5) Given the product [CH3:11][Si:12]([C:15]#[C:16][C:2]1[CH:3]=[CH:4][C:5]2[N:6]([N:8]=[CH:9][N:10]=2)[CH:7]=1)([CH3:14])[CH3:13], predict the reactants needed to synthesize it. The reactants are: Br[C:2]1[CH:3]=[CH:4][C:5]2[N:6]([N:8]=[CH:9][N:10]=2)[CH:7]=1.[CH3:11][Si:12]([C:15]#[CH:16])([CH3:14])[CH3:13].C(NC(C)C)(C)C. (6) Given the product [CH:16]1([N:19]2[C:23]([CH:24]3[CH2:26][CH2:25]3)=[N:22][N:21]=[C:20]2[C:27]([NH:30][S:12]([C:8]2[S:7][CH:11]=[CH:10][CH:9]=2)(=[O:14])=[O:13])([CH3:28])[CH3:29])[CH2:18][CH2:17]1, predict the reactants needed to synthesize it. The reactants are: N1C=CC=CC=1.[S:7]1[CH:11]=[CH:10][CH:9]=[C:8]1[S:12](Cl)(=[O:14])=[O:13].[CH:16]1([N:19]2[C:23]([CH:24]3[CH2:26][CH2:25]3)=[N:22][N:21]=[C:20]2[C:27]([NH2:30])([CH3:29])[CH3:28])[CH2:18][CH2:17]1.CN(C)C(N)CC. (7) Given the product [CH:10]([NH:13][C:14](=[O:15])[O:4][CH2:3][C:2]([CH3:1])([CH2:5][OH:6])[CH2:7][CH2:8][CH3:9])([CH3:12])[CH3:11], predict the reactants needed to synthesize it. The reactants are: [CH3:1][C:2]([CH2:7][CH2:8][CH3:9])([CH2:5][OH:6])[CH2:3][OH:4].[CH:10]([N:13]=[C:14]=[O:15])([CH3:12])[CH3:11].O. (8) The reactants are: [CH3:1][S:2][CH2:3][N:4]1[C:9](=[O:10])[N:8]2[CH:11]=[N:12][C:13]([C:14]3[O:15][C:16]([C:19]4[CH:24]=[CH:23][CH:22]=[CH:21][CH:20]=4)=[N:17][N:18]=3)=[C:7]2[N:6]=[N:5]1.S([O-])(O[O-])(=O)=[O:26].[K+].[K+].OOS([O-])=O.[K+]. Given the product [CH3:1][S:2]([CH2:3][N:4]1[C:9](=[O:10])[N:8]2[CH:11]=[N:12][C:13]([C:14]3[O:15][C:16]([C:19]4[CH:24]=[CH:23][CH:22]=[CH:21][CH:20]=4)=[N:17][N:18]=3)=[C:7]2[N:6]=[N:5]1)=[O:26], predict the reactants needed to synthesize it.